Dataset: Catalyst prediction with 721,799 reactions and 888 catalyst types from USPTO. Task: Predict which catalyst facilitates the given reaction. (1) The catalyst class is: 11. Product: [Cl:20][C:21]1[CH:29]=[CH:28][C:24]([C:25]([O:1]/[N:2]=[C:3](\[NH2:19])/[CH2:4][CH2:5][CH2:6][O:7][C:8]2[CH:9]=[C:10]3[C:15](=[CH:16][CH:17]=2)[NH:14][C:13](=[O:18])[CH2:12][CH2:11]3)=[O:26])=[CH:23][CH:22]=1. Reactant: [OH:1][N:2]=[C:3]([NH2:19])[CH2:4][CH2:5][CH2:6][O:7][C:8]1[CH:9]=[C:10]2[C:15](=[CH:16][CH:17]=1)[NH:14][C:13](=[O:18])[CH2:12][CH2:11]2.[Cl:20][C:21]1[CH:29]=[CH:28][C:24]([C:25](Cl)=[O:26])=[CH:23][CH:22]=1.C(=O)([O-])[O-].[K+].[K+]. (2) Reactant: FC(F)(F)S(O[C:7]1[N:11]([CH3:12])[N:10]=[C:9]([CH3:13])[C:8]=1[CH3:14])(=O)=O.C([O-])([O-])=O.[K+].[K+].[CH3:23][O:24][C:25]1[CH:30]=[CH:29][C:28](B2OC(C)(C)C(C)(C)O2)=[CH:27][C:26]=1[CH2:40][CH2:41][N:42]([CH3:44])[CH3:43]. Product: [CH3:23][O:24][C:25]1[CH:30]=[CH:29][C:28]([C:7]2[N:11]([CH3:12])[N:10]=[C:9]([CH3:13])[C:8]=2[CH3:14])=[CH:27][C:26]=1[CH2:40][CH2:41][N:42]([CH3:44])[CH3:43]. The catalyst class is: 104. (3) Reactant: CCN(CC)CC.[C:8]([O:16][CH2:17][C:18]#[CH:19])(=[O:15])[C:9]1[CH:14]=[CH:13][CH:12]=[CH:11][CH:10]=1.[CH:20](=[N:22]/[OH:23])\[CH3:21]. Product: [C:8]([O:16][CH2:17][C:18]1[O:23][N:22]=[C:20]([CH3:21])[CH:19]=1)(=[O:15])[C:9]1[CH:14]=[CH:13][CH:12]=[CH:11][CH:10]=1. The catalyst class is: 22. (4) Reactant: [CH:1]([O:4][C:5]([N:7]1[C:20]2[C:12](=[CH:13][C:14]3[CH2:15][CH2:16][CH2:17][C:18]=3[CH:19]=2)[CH:11]([N:21]([CH2:27][C:28]2[CH:33]=[C:32]([C:34]([F:37])([F:36])[F:35])[CH:31]=[C:30]([C:38]([F:41])([F:40])[F:39])[CH:29]=2)[C:22]2[N:23]=[N:24][NH:25][N:26]=2)[CH2:10][CH2:9][CH2:8]1)=[O:6])([CH3:3])[CH3:2].CO.[C:44]1(P(C2C=CC=CC=2)C2C=CC=CC=2)C=CC=CC=1.N(C(OCC)=O)=NC(OCC)=O. Product: [CH:1]([O:4][C:5]([N:7]1[C:20]2[C:12](=[CH:13][C:14]3[CH2:15][CH2:16][CH2:17][C:18]=3[CH:19]=2)[CH:11]([N:21]([CH2:27][C:28]2[CH:29]=[C:30]([C:38]([F:39])([F:40])[F:41])[CH:31]=[C:32]([C:34]([F:35])([F:36])[F:37])[CH:33]=2)[C:22]2[N:23]=[N:24][N:25]([CH3:44])[N:26]=2)[CH2:10][CH2:9][CH2:8]1)=[O:6])([CH3:3])[CH3:2]. The catalyst class is: 4. (5) Reactant: [C:1]1([C:7]2[N:8]=[C:9]([C:19]([O:21][CH2:22][CH3:23])=[O:20])N=N[C:12]=2[C:13]2[CH:18]=[CH:17][CH:16]=[CH:15][CH:14]=2)[CH:6]=[CH:5][CH:4]=[CH:3][CH:2]=1.[CH:24](N1CCCC1)=[CH2:25]. Product: [C:13]1([C:12]2[CH:24]=[CH:25][C:9]([C:19]([O:21][CH2:22][CH3:23])=[O:20])=[N:8][C:7]=2[C:1]2[CH:6]=[CH:5][CH:4]=[CH:3][CH:2]=2)[CH:18]=[CH:17][CH:16]=[CH:15][CH:14]=1. The catalyst class is: 22. (6) Reactant: [CH3:1][C:2]([C:4]1[CH:5]=[CH:6][CH:7]=[C:8]([OH:10])[CH:9]=1)=[O:3].N1C=CC=CC=1.[C:17](Cl)(=[O:24])[C:18]1[CH:23]=[CH:22][CH:21]=[CH:20][CH:19]=1.C(=O)([O-])O.[Na+]. Product: [C:2]([C:4]1[CH:9]=[C:8]([O:10][C:17](=[O:24])[C:18]2[CH:23]=[CH:22][CH:21]=[CH:20][CH:19]=2)[CH:7]=[CH:6][CH:5]=1)(=[O:3])[CH3:1]. The catalyst class is: 4. (7) Reactant: [CH3:1][C:2]1[N:7]2[N:8]=[C:9]([CH:11]3[CH2:13][CH:12]3[C:14]([O:16]CC)=[O:15])[N:10]=[C:6]2[C:5]([CH3:19])=[N:4][CH:3]=1.[OH-].[Na+]. Product: [CH3:1][C:2]1[N:7]2[N:8]=[C:9]([CH:11]3[CH2:13][CH:12]3[C:14]([OH:16])=[O:15])[N:10]=[C:6]2[C:5]([CH3:19])=[N:4][CH:3]=1. The catalyst class is: 88. (8) Reactant: [Br-].[Br:2][C:3]1[CH:8]=[CH:7][C:6]([C:9]2[O:13][N:12]=[C:11]([CH3:14])[C:10]=2[CH2:15][P+](C2C=CC=CC=2)(C2C=CC=CC=2)C2C=CC=CC=2)=[CH:5][CH:4]=1.CC(C)([O-])C.[K+].[C:41]1([CH:47]([CH3:51])[CH2:48][CH:49]=O)[CH:46]=[CH:45][CH:44]=[CH:43][CH:42]=1.CCOC(C)=O. Product: [Br:2][C:3]1[CH:4]=[CH:5][C:6]([C:9]2[O:13][N:12]=[C:11]([CH3:14])[C:10]=2[CH:15]=[CH:49][CH2:48][CH:47]([C:41]2[CH:46]=[CH:45][CH:44]=[CH:43][CH:42]=2)[CH3:51])=[CH:7][CH:8]=1. The catalyst class is: 1. (9) Reactant: [F:1][C:2]1[CH:9]=[CH:8][CH:7]=[C:6]([I:10])[C:3]=1[C:4]#[N:5].[N:11]([Sn](C)(C)C)=[N+:12]=[N-:13].Cl. Product: [F:1][C:2]1[CH:9]=[CH:8][CH:7]=[C:6]([I:10])[C:3]=1[C:4]1[NH:13][N:12]=[N:11][N:5]=1. The catalyst class is: 11.